From a dataset of Catalyst prediction with 721,799 reactions and 888 catalyst types from USPTO. Predict which catalyst facilitates the given reaction. (1) Reactant: [CH2:1]([NH:8][C:9]([NH:11][CH2:12][C:13]1[CH:18]=[CH:17][CH:16]=[CH:15][CH:14]=1)=[O:10])[C:2]1[CH:7]=[CH:6][CH:5]=[CH:4][CH:3]=1.[C:19]([CH2:21][C:22](O)=[O:23])#[N:20]. Product: [NH2:20][C:19]1[N:11]([CH2:12][C:13]2[CH:18]=[CH:17][CH:16]=[CH:15][CH:14]=2)[C:9](=[O:10])[N:8]([CH2:1][C:2]2[CH:3]=[CH:4][CH:5]=[CH:6][CH:7]=2)[C:22](=[O:23])[CH:21]=1. The catalyst class is: 152. (2) Reactant: [C:1]([O:20][CH2:21][C@@H:22]([OH:35])[CH2:23][CH2:24][O:25][CH2:26][C:27]1[CH:32]=[CH:31][C:30]([O:33][CH3:34])=[CH:29][CH:28]=1)([C:14]1[CH:19]=[CH:18][CH:17]=[CH:16][CH:15]=1)([C:8]1[CH:13]=[CH:12][CH:11]=[CH:10][CH:9]=1)[C:2]1[CH:7]=[CH:6][CH:5]=[CH:4][CH:3]=1.[CH3:36][C:37](C)([O-])[CH3:38].[K+].C(Br)C=C. Product: [C:1]([O:20][CH2:21][C@@H:22]([O:35][CH2:38][CH:37]=[CH2:36])[CH2:23][CH2:24][O:25][CH2:26][C:27]1[CH:28]=[CH:29][C:30]([O:33][CH3:34])=[CH:31][CH:32]=1)([C:8]1[CH:13]=[CH:12][CH:11]=[CH:10][CH:9]=1)([C:2]1[CH:3]=[CH:4][CH:5]=[CH:6][CH:7]=1)[C:14]1[CH:19]=[CH:18][CH:17]=[CH:16][CH:15]=1. The catalyst class is: 134.